This data is from NCI-60 drug combinations with 297,098 pairs across 59 cell lines. The task is: Regression. Given two drug SMILES strings and cell line genomic features, predict the synergy score measuring deviation from expected non-interaction effect. Drug 1: CC1C(C(CC(O1)OC2CC(CC3=C2C(=C4C(=C3O)C(=O)C5=C(C4=O)C(=CC=C5)OC)O)(C(=O)CO)O)N)O. Drug 2: CCC1=C2N=C(C=C(N2N=C1)NCC3=C[N+](=CC=C3)[O-])N4CCCCC4CCO. Cell line: T-47D. Synergy scores: CSS=64.9, Synergy_ZIP=2.93, Synergy_Bliss=1.67, Synergy_Loewe=3.72, Synergy_HSA=7.63.